Dataset: CYP2C19 inhibition data for predicting drug metabolism from PubChem BioAssay. Task: Regression/Classification. Given a drug SMILES string, predict its absorption, distribution, metabolism, or excretion properties. Task type varies by dataset: regression for continuous measurements (e.g., permeability, clearance, half-life) or binary classification for categorical outcomes (e.g., BBB penetration, CYP inhibition). Dataset: cyp2c19_veith. (1) The compound is COc1ccc(Cl)cc1N=Nc1ncc[nH]1. The result is 0 (non-inhibitor). (2) The result is 1 (inhibitor). The compound is CCCCC1(CCCC)C(=O)NC(=Nc2cccc(C)c2)NC1=O. (3) The drug is O=C(c1cnccn1)N1CCC[C@@]2(CCN(C(c3ccccc3)c3ccccc3)C2)C1. The result is 0 (non-inhibitor). (4) The result is 1 (inhibitor). The compound is Cn1c(=O)n(C)c2cc([N+](=O)[O-])c(N3CCN(C(=O)c4ccccc4Cl)CC3)cc21. (5) The molecule is CN(Cc1n[nH]c(=S)n1C)S(=O)(=O)c1ccccc1. The result is 0 (non-inhibitor).